This data is from Full USPTO retrosynthesis dataset with 1.9M reactions from patents (1976-2016). The task is: Predict the reactants needed to synthesize the given product. (1) Given the product [ClH:1].[Cl:1][C:2]1[CH:10]=[CH:9][CH:8]=[C:7]([F:11])[C:3]=1[C:4]([NH:26][C:22]1[CH:23]=[CH:24][CH:25]=[C:20]([C:17]2[CH2:18][CH2:19][CH:14]([N:13]([CH3:27])[CH3:12])[CH2:15][CH:16]=2)[CH:21]=1)=[O:5], predict the reactants needed to synthesize it. The reactants are: [Cl:1][C:2]1[CH:10]=[CH:9][CH:8]=[C:7]([F:11])[C:3]=1[C:4](Cl)=[O:5].[CH3:12][N:13]([CH3:27])[CH:14]1[CH2:19][CH2:18][C:17]([C:20]2[CH:21]=[C:22]([NH2:26])[CH:23]=[CH:24][CH:25]=2)=[CH:16][CH2:15]1. (2) Given the product [CH2:1]([O:3][C:4](=[O:34])[C:5]1[C:17]([F:18])=[C:16]([NH2:19])[CH:15]=[C:7]([C:8]([N:10]([CH3:14])[CH2:11][CH2:12][CH3:13])=[O:9])[CH:6]=1)[CH3:2], predict the reactants needed to synthesize it. The reactants are: [CH2:1]([O:3][C:4](=[O:34])[C:5]1[C:17]([F:18])=[C:16]([N:19](CC2C=CC=CC=2)CC2C=CC=CC=2)[CH:15]=[C:7]([C:8]([N:10]([CH3:14])[CH2:11][CH2:12][CH3:13])=[O:9])[CH:6]=1)[CH3:2].[H][H]. (3) Given the product [N:1]1[S:5][N:4]=[C:3]2[C:6]([S:10]([NH:13][C:14]3[CH:22]=[C:21]([Cl:23])[CH:20]=[CH:19][C:15]=3[C:16]([NH:24][CH:25]3[CH2:33][C:32]4[C:27](=[CH:28][CH:29]=[CH:30][CH:31]=4)[CH2:26]3)=[O:18])(=[O:11])=[O:12])=[CH:7][CH:8]=[CH:9][C:2]=12, predict the reactants needed to synthesize it. The reactants are: [N:1]1[S:5][N:4]=[C:3]2[C:6]([S:10]([NH:13][C:14]3[CH:22]=[C:21]([Cl:23])[CH:20]=[CH:19][C:15]=3[C:16]([OH:18])=O)(=[O:12])=[O:11])=[CH:7][CH:8]=[CH:9][C:2]=12.[NH2:24][CH:25]1[CH2:33][C:32]2[C:27](=[CH:28][CH:29]=[CH:30][CH:31]=2)[CH2:26]1. (4) Given the product [F:1][C:2]([F:27])([F:26])[C:3]([N:5]1[CH2:10][CH2:9][CH2:8][C@@H:7]2[C:11]3[CH:12]=[C:13]([C:30]4[CH:31]=[CH:32][O:28][CH:29]=4)[CH:14]=[CH:15][C:16]=3[CH2:17][C@H:6]12)=[O:4], predict the reactants needed to synthesize it. The reactants are: [F:1][C:2]([F:27])([F:26])[C:3]([N:5]1[CH2:10][CH2:9][CH2:8][C@@H:7]2[C:11]3[CH:12]=[C:13](OS(C(F)(F)F)(=O)=O)[CH:14]=[CH:15][C:16]=3[CH2:17][C@H:6]12)=[O:4].[O:28]1[CH:32]=[CH:31][C:30](B(O)O)=[CH:29]1.